From a dataset of Choline transporter screen with 302,306 compounds. Binary Classification. Given a drug SMILES string, predict its activity (active/inactive) in a high-throughput screening assay against a specified biological target. The compound is Clc1cc(NC(=O)CSc2n(c(nn2)Cc2n(ccc2)C)c2ccc(F)cc2)c(OC)cc1. The result is 0 (inactive).